From a dataset of Full USPTO retrosynthesis dataset with 1.9M reactions from patents (1976-2016). Predict the reactants needed to synthesize the given product. (1) Given the product [CH2:1]([O:5][C:6]([C:8]1[N:9]=[C:10]([Cl:23])[C:11]2[C:16]([C:17]=1[OH:18])=[CH:15][CH:14]=[C:13]([I:19])[CH:12]=2)=[O:7])[CH2:2][CH2:3][CH3:4], predict the reactants needed to synthesize it. The reactants are: [CH2:1]([O:5][C:6]([C:8]1[NH:9][C:10](=O)[C:11]2[C:16]([C:17]=1[OH:18])=[CH:15][CH:14]=[C:13]([I:19])[CH:12]=2)=[O:7])[CH2:2][CH2:3][CH3:4].O=P(Cl)(Cl)[Cl:23]. (2) Given the product [F:40][C:9]1[C:10]([N:24]2[CH2:29][CH2:28][NH:27][C@H:26]([C@:30]([OH:34])([CH:31]([CH3:32])[CH3:33])[CH3:39])[CH2:25]2)=[N:11][C:12]([C:15]2[C:23]3[C:18](=[N:19][CH:20]=[N:21][CH:22]=3)[NH:17][N:16]=2)=[C:13]([F:14])[CH:8]=1, predict the reactants needed to synthesize it. The reactants are: C([Si]([C:8]1[C:13]([F:14])=[C:12]([C:15]2[C:23]3[C:18](=[N:19][CH:20]=[N:21][CH:22]=3)[NH:17][N:16]=2)[N:11]=[C:10]([N:24]2[CH2:29][CH2:28][NH:27][C@H:26]([C@:30]([CH3:39])([O:34][Si](C)(C)C)[CH:31]([CH3:33])[CH3:32])[CH2:25]2)[C:9]=1[F:40])(C)C)(C)(C)C.CCCC[N+](CCCC)(CCCC)CCCC.[F-]. (3) Given the product [CH3:1][O:2][C:3]1[CH:4]=[CH:5][C:6]2[N:10]=[CH:11][C:12](=[O:13])[NH:9][C:7]=2[N:8]=1, predict the reactants needed to synthesize it. The reactants are: [CH3:1][O:2][C:3]1[N:8]=[C:7]([NH2:9])[C:6]([NH2:10])=[CH:5][CH:4]=1.[C:11](OCC)(=O)[CH:12]=[O:13]. (4) The reactants are: [CH3:1][C:2]1[N:7]=[C:6]([C:8]#[N:9])[CH:5]=[CH:4][CH:3]=1.[CH3:10][N:11]([CH:13]=O)[CH3:12]. Given the product [CH3:10][N:11]([CH3:13])/[CH:12]=[CH:1]/[C:2]1[N:7]=[C:6]([C:8]#[N:9])[CH:5]=[CH:4][CH:3]=1, predict the reactants needed to synthesize it. (5) The reactants are: [Cl:1][C:2]1[CH:7]=[CH:6][CH:5]=[C:4]([Cl:8])[C:3]=1[N:9]=[C:10]=[S:11].[NH2:12][C:13]1[C:18]([NH2:19])=[CH:17][CH:16]=[CH:15][C:14]=1[OH:20]. Given the product [NH2:19][C:18]1[CH:17]=[CH:16][CH:15]=[C:14]([OH:20])[C:13]=1[NH:12][C:10]([NH:9][C:3]1[C:2]([Cl:1])=[CH:7][CH:6]=[CH:5][C:4]=1[Cl:8])=[S:11], predict the reactants needed to synthesize it. (6) Given the product [CH:21]1([C:19]([N:16]2[CH2:17][CH2:18][C@@H:14]([CH2:13][N:12]3[CH:11]=[N:10][N:9]=[C:8]3[C:5]3[CH:6]=[CH:7][C:2]([C:28]4[CH:29]=[CH:30][C:31]([O:32][CH3:33])=[C:26]([CH3:25])[CH:27]=4)=[CH:3][C:4]=3[F:24])[CH2:15]2)=[O:20])[CH2:23][CH2:22]1, predict the reactants needed to synthesize it. The reactants are: Br[C:2]1[CH:7]=[CH:6][C:5]([C:8]2[N:12]([CH2:13][C@@H:14]3[CH2:18][CH2:17][N:16]([C:19]([CH:21]4[CH2:23][CH2:22]4)=[O:20])[CH2:15]3)[CH:11]=[N:10][N:9]=2)=[C:4]([F:24])[CH:3]=1.[CH3:25][C:26]1[CH:27]=[C:28](B(O)O)[CH:29]=[CH:30][C:31]=1[O:32][CH3:33]. (7) Given the product [CH2:1]([O:8][C:9]1[C:14]([C:15]2[CH:16]=[CH:17][C:18]([O:21][CH2:22][CH2:23][O:24][CH2:25][CH3:26])=[CH:19][CH:20]=2)=[CH:13][C:12]([CH2:27][OH:28])=[CH:11][CH:10]=1)[C:2]1[CH:3]=[CH:4][CH:5]=[CH:6][CH:7]=1, predict the reactants needed to synthesize it. The reactants are: [CH2:1]([O:8][C:9]1[C:14]([C:15]2[CH:20]=[CH:19][C:18]([O:21][CH2:22][CH2:23][O:24][CH2:25][CH3:26])=[CH:17][CH:16]=2)=[CH:13][C:12]([C:27](OC)=[O:28])=[CH:11][CH:10]=1)[C:2]1[CH:7]=[CH:6][CH:5]=[CH:4][CH:3]=1.[H-].[Al+3].[Li+].[H-].[H-].[H-].O.O.O.O.O.O.O.O.O.O.S([O-])([O-])(=O)=O.[Na+].[Na+]. (8) Given the product [I:7][C:8]1[CH:9]=[C:10]2[C:14](=[CH:15][CH:16]=1)[N:13]([C:17]1[CH:18]=[C:19]([CH:23]=[CH:24][CH:25]=1)[C:20]([O:22][CH2:27][CH:28]([CH3:30])[CH3:29])=[O:21])[N:12]=[CH:11]2, predict the reactants needed to synthesize it. The reactants are: C(=O)([O-])[O-].[Na+].[Na+].[I:7][C:8]1[CH:9]=[C:10]2[C:14](=[CH:15][CH:16]=1)[N:13]([C:17]1[CH:18]=[C:19]([CH:23]=[CH:24][CH:25]=1)[C:20]([OH:22])=[O:21])[N:12]=[CH:11]2.Br[CH2:27][CH:28]([CH3:30])[CH3:29]. (9) Given the product [Cl:19][C:3]1[C:2]([C:30]2[CH:29]=[CH:28][C:27]([S:24]([CH2:23][CH:20]3[CH2:21][CH2:22]3)(=[O:26])=[O:25])=[CH:32][CH:31]=2)=[C:7]([C:8]([F:11])([F:10])[F:9])[CH:6]=[C:5]([NH:12][C:13]2[N:17]=[C:16]([NH2:18])[NH:15][N:14]=2)[CH:4]=1, predict the reactants needed to synthesize it. The reactants are: Br[C:2]1[C:7]([C:8]([F:11])([F:10])[F:9])=[CH:6][C:5]([NH:12][C:13]2[N:17]=[C:16]([NH2:18])[NH:15][N:14]=2)=[CH:4][C:3]=1[Cl:19].[CH:20]1([CH2:23][S:24]([C:27]2[CH:32]=[CH:31][C:30](B(O)O)=[CH:29][CH:28]=2)(=[O:26])=[O:25])[CH2:22][CH2:21]1.C([O-])([O-])=O.[K+].[K+].COCCOC.